The task is: Predict the reaction yield, written as a fraction of the theoretical maximum amount of product (1.0 means a 100% yield; for example, 0.34 means a 34% yield).. This data is from Reaction yield outcomes from USPTO patents with 853,638 reactions. The reactants are [CH2:1]([S:3][C:4]1[C:9]([C:10]([O:12]C)=[O:11])=[C:8]([C:14]([F:17])([F:16])[F:15])[CH:7]=[C:6]([N:18]2[CH2:23][CH2:22][O:21][CH2:20][CH2:19]2)[N:5]=1)[CH3:2].CO.C1COCC1.[Li+].[OH-].Cl. The catalyst is CCOC(C)=O. The product is [CH2:1]([S:3][C:4]1[C:9]([C:10]([OH:12])=[O:11])=[C:8]([C:14]([F:17])([F:16])[F:15])[CH:7]=[C:6]([N:18]2[CH2:19][CH2:20][O:21][CH2:22][CH2:23]2)[N:5]=1)[CH3:2]. The yield is 0.420.